This data is from Peptide-MHC class I binding affinity with 185,985 pairs from IEDB/IMGT. The task is: Regression. Given a peptide amino acid sequence and an MHC pseudo amino acid sequence, predict their binding affinity value. This is MHC class I binding data. The peptide sequence is MGKTITDVK. The MHC is HLA-B40:01 with pseudo-sequence HLA-B40:01. The binding affinity (normalized) is 0.0847.